This data is from Full USPTO retrosynthesis dataset with 1.9M reactions from patents (1976-2016). The task is: Predict the reactants needed to synthesize the given product. (1) Given the product [C:33]([C:31]1[CH:32]=[C:27]([C:26]2[CH:17]([C:14]3[CH:13]=[CH:12][C:11]([O:10][CH2:9][C@@H:8]([N:5]4[CH2:6][CH2:7][C@@H:3]([CH2:2][F:1])[CH2:4]4)[CH3:54])=[CH:16][CH:15]=3)[O:18][C:19]3[C:24]([C:25]=2[CH3:46])=[CH:23][C:22]([O:47][CH:48]2[CH2:53][CH2:52][CH2:51][CH2:50][O:49]2)=[CH:21][CH:20]=3)[CH:28]=[C:29]([O:39][CH:40]2[CH2:45][CH2:44][CH2:43][CH2:42][O:41]2)[CH:30]=1)#[CH:34], predict the reactants needed to synthesize it. The reactants are: [F:1][CH2:2][C@@H:3]1[CH2:7][CH2:6][N:5]([C@@H:8]([CH3:54])[CH2:9][O:10][C:11]2[CH:16]=[CH:15][C:14]([CH:17]3[C:26]([C:27]4[CH:32]=[C:31]([C:33]#[C:34][Si](C)(C)C)[CH:30]=[C:29]([O:39][CH:40]5[CH2:45][CH2:44][CH2:43][CH2:42][O:41]5)[CH:28]=4)=[C:25]([CH3:46])[C:24]4[C:19](=[CH:20][CH:21]=[C:22]([O:47][CH:48]5[CH2:53][CH2:52][CH2:51][CH2:50][O:49]5)[CH:23]=4)[O:18]3)=[CH:13][CH:12]=2)[CH2:4]1.C([O-])([O-])=O.[K+].[K+]. (2) Given the product [N:12]1([CH2:17][C:18]2[CH:19]=[CH:20][C:21]([C:6]3[CH:7]=[CH:8][C:3]([CH:1]=[O:2])=[CH:4][CH:5]=3)=[N:22][CH:23]=2)[CH:16]=[CH:15][N:14]=[CH:13]1, predict the reactants needed to synthesize it. The reactants are: [CH:1]([C:3]1[CH:8]=[CH:7][C:6](B(O)O)=[CH:5][CH:4]=1)=[O:2].[N:12]1([CH2:17][C:18]2[CH:19]=[CH:20][C:21](Br)=[N:22][CH:23]=2)[CH:16]=[CH:15][N:14]=[CH:13]1. (3) The reactants are: [CH3:1][O:2][C:3]1[C:8]([N+:9]([O-:11])=[O:10])=[CH:7][N:6]=[C:5]([CH:12]=[CH2:13])[N:4]=1.O=[O+][O-].[OH2:17].[OH-].[Li+].O.C1[CH2:25][O:24][CH2:23][CH2:22]1. Given the product [CH2:23]([O:24][C:25](=[O:17])/[CH:13]=[CH:12]/[C:5]1[N:4]=[C:3]([O:2][CH3:1])[C:8]([N+:9]([O-:11])=[O:10])=[CH:7][N:6]=1)[CH3:22], predict the reactants needed to synthesize it. (4) Given the product [CH3:1][O:2][C:3]([C:5]12[CH2:14][CH:9]3[CH2:10][CH:11]([CH2:13][CH:7]([CH:8]3[NH2:19])[CH2:6]1)[CH2:12]2)=[O:4], predict the reactants needed to synthesize it. The reactants are: [CH3:1][O:2][C:3]([C:5]12[CH2:14][CH:9]3[CH2:10][CH:11]([CH2:13][CH:7]([C:8]3=O)[CH2:6]1)[CH2:12]2)=[O:4].C([O-])=O.[NH4+:19]. (5) Given the product [N+:8]([C:5]1[CH:6]=[CH:7][C:2]([N:12]2[CH2:17][CH2:16][O:15][CH2:14][C@H:13]2[CH2:18][OH:19])=[CH:3][CH:4]=1)([O-:10])=[O:9], predict the reactants needed to synthesize it. The reactants are: F[C:2]1[CH:7]=[CH:6][C:5]([N+:8]([O-:10])=[O:9])=[CH:4][CH:3]=1.Cl.[NH:12]1[CH2:17][CH2:16][O:15][CH2:14][C@H:13]1[CH2:18][OH:19].C(=O)([O-])[O-].[K+].[K+]. (6) Given the product [O:8]=[C:7]1[NH:2][CH2:3][CH2:4][NH:5][C@@H:6]1[CH2:11][S:12][CH2:13][CH2:14][CH2:15][C:16]1[CH:21]=[CH:20][C:19]([C:22]#[N:23])=[CH:18][CH:17]=1, predict the reactants needed to synthesize it. The reactants are: Cl.[NH2:2][CH2:3][CH2:4][NH:5][C@H:6]([CH2:11][S:12][CH2:13][CH2:14][CH2:15][C:16]1[CH:21]=[CH:20][C:19]([C:22]#[N:23])=[CH:18][CH:17]=1)[C:7](OC)=[O:8].CCN(CC)CC.